Dataset: Reaction yield outcomes from USPTO patents with 853,638 reactions. Task: Predict the reaction yield, written as a fraction of the theoretical maximum amount of product (1.0 means a 100% yield; for example, 0.34 means a 34% yield). (1) The reactants are [N+:1]([O-:4])(O)=[O:2].[Cl:5][C:6]1[CH:11]=[C:10]([F:12])[CH:9]=[CH:8][C:7]=1[CH2:13][C:14]([OH:16])=[O:15]. The catalyst is OS(O)(=O)=O. The product is [Cl:5][C:6]1[CH:11]=[C:10]([F:12])[C:9]([N+:1]([O-:4])=[O:2])=[CH:8][C:7]=1[CH2:13][C:14]([OH:16])=[O:15]. The yield is 0.982. (2) The reactants are [F:1][CH:2]([F:21])[N:3]1[C:7]([CH3:8])=[C:6]([C:9]2[C:10]([CH3:19])=[C:11]([CH:16]=[CH:17][CH:18]=2)[C:12](OC)=[O:13])[C:5]([CH3:20])=[N:4]1.C1(C)C=CC=CC=1.[H-].C([Al+]CC(C)C)C(C)C.O.O.O.O.O.O.O.O.O.O.[O-]S([O-])(=O)=O.[Na+].[Na+]. The catalyst is O1CCCC1. The product is [F:21][CH:2]([F:1])[N:3]1[C:7]([CH3:8])=[C:6]([C:9]2[C:10]([CH3:19])=[C:11]([CH2:12][OH:13])[CH:16]=[CH:17][CH:18]=2)[C:5]([CH3:20])=[N:4]1. The yield is 0.920. (3) The reactants are N[C:2]1[CH:7]=[CH:6][C:5]([S:8][CH2:9][C:10]2[CH:15]=[CH:14][CH:13]=[CH:12][CH:11]=2)=[CH:4][C:3]=1/[CH:16]=[CH:17]/[C:18]([O:20][CH2:21][CH3:22])=[O:19].O.C1(C)C=CC(S(O)(=O)=O)=CC=1.N([O-])=O.[Na+].[I-:39].[K+]. The catalyst is C(#N)C.O.C(OCC)(=O)C. The product is [CH2:21]([O:20][C:18](=[O:19])[CH:17]=[CH:16][C:3]1[CH:4]=[C:5]([S:8][CH2:9][C:10]2[CH:15]=[CH:14][CH:13]=[CH:12][CH:11]=2)[CH:6]=[CH:7][C:2]=1[I:39])[CH3:22]. The yield is 0.640. (4) The reactants are [NH2:1][C:2]1[N:7]=[CH:6][N:5]=[C:4]2[N:8]([C:12]3[N:17]=[CH:16][C:15]([N:18]([CH3:27])[C:19](=[O:26])/[CH:20]=[CH:21]/[CH2:22][N:23]([CH3:25])[CH3:24])=[CH:14][CH:13]=3)[N:9]=[C:10](I)[C:3]=12.[CH2:28]([Cl:30])Cl. The catalyst is COCCOC.O.C1C=CC(P(C2C=CC=CC=2)[C-]2C=CC=C2)=CC=1.C1C=CC(P(C2C=CC=CC=2)[C-]2C=CC=C2)=CC=1.Cl[Pd]Cl.[Fe+2]. The product is [NH2:1][C:2]1[N:7]=[CH:6][N:5]=[C:4]2[N:8]([C:12]3[N:17]=[CH:16][C:15]([N:18]([CH3:27])[C:19](=[O:26])/[CH:20]=[CH:21]/[CH2:22][N:23]([CH3:25])[CH3:24])=[CH:14][CH:13]=3)[N:9]=[C:10]([C:14]3[CH:15]=[CH:16][C:28]([Cl:30])=[CH:12][CH:13]=3)[C:3]=12. The yield is 0.280. (5) The reactants are [C:1]([C:5]1[NH:6][C:7]2[C:12]([CH:13]=1)=[CH:11][C:10]([N+:14]([O-])=O)=[CH:9][C:8]=2[CH2:17][OH:18])([CH3:4])([CH3:3])[CH3:2]. The catalyst is [Ni].CO. The product is [NH2:14][C:10]1[CH:11]=[C:12]2[C:7](=[C:8]([CH2:17][OH:18])[CH:9]=1)[NH:6][C:5]([C:1]([CH3:4])([CH3:3])[CH3:2])=[CH:13]2. The yield is 0.800. (6) The reactants are [Br:1][C:2]1[C:10]2[CH:9]=[CH:8][C:7](=[O:11])[N:6]([C:12]3[C:17]([F:18])=[CH:16][CH:15]=[CH:14][C:13]=3[F:19])[C:5]=2[S:4][C:3]=1[C:20]([N:22]1[CH2:26][CH2:25][CH2:24][C@@H:23]1[CH2:27][OH:28])=[O:21].[O:29]1[CH:34]=[CH:33][CH2:32][CH2:31][CH2:30]1. The catalyst is ClCCl.O.C1(C)C=CC(S(O)(=O)=O)=CC=1. The product is [Br:1][C:2]1[C:10]2[CH:9]=[CH:8][C:7](=[O:11])[N:6]([C:12]3[C:17]([F:18])=[CH:16][CH:15]=[CH:14][C:13]=3[F:19])[C:5]=2[S:4][C:3]=1[C:20]([N:22]1[CH2:26][CH2:25][CH2:24][C@@H:23]1[CH2:27][O:28][CH:30]1[CH2:31][CH2:32][CH2:33][CH2:34][O:29]1)=[O:21]. The yield is 0.960. (7) The reactants are [CH2:1]([C@H:3]1[C:7]2=[N:8][CH:9]=[C:10]([C:12](=[O:29])[NH:13][C@H:14]([C:18]3[CH:23]=[CH:22][C:21]([S:24]([CH2:27][CH3:28])(=[O:26])=[O:25])=[CH:20][CH:19]=3)[CH2:15][O:16][CH3:17])[CH:11]=[C:6]2[CH2:5][N:4]1C(OC(C)(C)C)=O)[CH3:2].Cl.C(OCC)(=O)C. The catalyst is C(Cl)Cl. The product is [CH2:1]([C@H:3]1[C:7]2=[N:8][CH:9]=[C:10]([C:12]([NH:13][C@H:14]([C:18]3[CH:19]=[CH:20][C:21]([S:24]([CH2:27][CH3:28])(=[O:26])=[O:25])=[CH:22][CH:23]=3)[CH2:15][O:16][CH3:17])=[O:29])[CH:11]=[C:6]2[CH2:5][NH:4]1)[CH3:2]. The yield is 1.00. (8) The reactants are CC(OC(/N=N/C(OC(C)C)=O)=O)C.[Cl:15][C:16]1[N:21]=[C:20]([Cl:22])[C:19](O)=[C:18]([N:24]2[CH2:29][CH2:28][O:27][CH2:26][CH:25]2[CH2:30][OH:31])[N:17]=1.C1(P(C2C=CC=CC=2)C2C=CC=CC=2)C=CC=CC=1. The catalyst is O1CCOCC1. The product is [Cl:22][C:20]1[C:19]2[O:31][CH2:30][CH:25]3[N:24]([CH2:29][CH2:28][O:27][CH2:26]3)[C:18]=2[N:17]=[C:16]([Cl:15])[N:21]=1. The yield is 0.370.